This data is from Forward reaction prediction with 1.9M reactions from USPTO patents (1976-2016). The task is: Predict the product of the given reaction. Given the reactants Cl[C:2]1[N:3]=[C:4]([N:23]2[CH2:28][CH2:27][O:26][CH2:25][CH2:24]2)[C:5]2[S:10][C:9]([CH2:11][N:12]3[CH2:17][CH2:16][N:15]([C:18](=[O:22])[CH:19]([OH:21])[CH3:20])[CH2:14][CH2:13]3)=[CH:8][C:6]=2[N:7]=1.[CH3:29][C:30]1[C:35]([B:36]2[O:40][C:39]([CH3:42])([CH3:41])[C:38]([CH3:44])([CH3:43])[O:37]2)=[CH:34][N:33]=[C:32]([NH2:45])[N:31]=1, predict the reaction product. The product is: [CH3:29][C:30]1[C:35]([B:36]2[O:40][C:39]([CH3:41])([CH3:42])[C:38]([CH3:44])([CH3:43])[O:37]2)=[CH:34][N:33]=[C:32]([NH2:45])[N:31]=1.[NH2:45][C:32]1[N:31]=[C:30]([CH3:29])[C:35]([C:2]2[N:3]=[C:4]([N:23]3[CH2:28][CH2:27][O:26][CH2:25][CH2:24]3)[C:5]3[S:10][C:9]([CH2:11][N:12]4[CH2:17][CH2:16][N:15]([C:18](=[O:22])[C@@H:19]([OH:21])[CH3:20])[CH2:14][CH2:13]4)=[CH:8][C:6]=3[N:7]=2)=[CH:34][N:33]=1.